Regression/Classification. Given a drug SMILES string, predict its toxicity properties. Task type varies by dataset: regression for continuous values (e.g., LD50, hERG inhibition percentage) or binary classification for toxic/non-toxic outcomes (e.g., AMES mutagenicity, cardiotoxicity, hepatotoxicity). Dataset: herg_karim. From a dataset of hERG potassium channel inhibition data for cardiac toxicity prediction from Karim et al.. (1) The molecule is CC(C)=CCn1c(N2CCCNCC2)c(C#N)c2c1c(=O)n(Cc1nccc3ccccc13)c(=O)n2C. The result is 1 (blocker). (2) The compound is O=c1cc(OCc2ccccc2)ccn1-c1ccc2c(cnn2CCN2CC[C@H](O)C2)c1. The result is 1 (blocker). (3) The molecule is NC(=O)C(c1ccccc1)(c1ccccc1)c1ccccc1Cl. The result is 1 (blocker). (4) The compound is C[C@H]1COCCN1c1nc(N2CCOC[C@@H]2C)c2ccc(-c3cccc(C(=O)NCCO)c3)nc2n1. The result is 0 (non-blocker). (5) The molecule is O=C(OCC1CCN(CC(O)CO)CC1)c1c2n(c3ccccc13)CCCO2. The result is 0 (non-blocker).